From a dataset of Full USPTO retrosynthesis dataset with 1.9M reactions from patents (1976-2016). Predict the reactants needed to synthesize the given product. (1) Given the product [NH2:1][C:2]1[C:8]2([CH2:10][CH2:9]2)[C:7]([C:11]([O:13][CH2:14][CH3:15])=[O:12])=[CH:6][C:5]2[CH:16]=[C:17]([C:31]3[CH:30]=[CH:29][C:28]([C:26]([N:21]4[CH2:22][CH2:23][CH2:24][CH2:25]4)=[O:27])=[CH:33][CH:32]=3)[CH:18]=[CH:19][C:4]=2[N:3]=1, predict the reactants needed to synthesize it. The reactants are: [NH2:1][C:2]1[C:8]2([CH2:10][CH2:9]2)[C:7]([C:11]([O:13][CH2:14][CH3:15])=[O:12])=[CH:6][C:5]2[CH:16]=[C:17](Br)[CH:18]=[CH:19][C:4]=2[N:3]=1.[N:21]1([C:26]([C:28]2[CH:33]=[CH:32][C:31](B(O)O)=[CH:30][CH:29]=2)=[O:27])[CH2:25][CH2:24][CH2:23][CH2:22]1.C1(C)C=CC=CC=1.C(=O)([O-])[O-].[Cs+].[Cs+]. (2) Given the product [CH3:44][N:45]([CH3:46])[CH2:47][CH2:48][O:1][C:2]1[CH:3]=[C:4]([CH:34]=[CH:35][CH:36]=1)[O:5][CH:6]([C@H:8]1[CH2:9][CH2:10][C@H:11]([CH2:14][N:15]2[CH2:23][C:22]3[C:17](=[C:18]([F:32])[C:19]([O:24][CH2:25][C:26]4[CH:31]=[CH:30][CH:29]=[CH:28][CH:27]=4)=[CH:20][CH:21]=3)[C:16]2=[O:33])[CH2:12][CH2:13]1)[CH3:7], predict the reactants needed to synthesize it. The reactants are: [OH:1][C:2]1[CH:3]=[C:4]([CH:34]=[CH:35][CH:36]=1)[O:5][CH:6]([C@H:8]1[CH2:13][CH2:12][C@H:11]([CH2:14][N:15]2[CH2:23][C:22]3[C:17](=[C:18]([F:32])[C:19]([O:24][CH2:25][C:26]4[CH:31]=[CH:30][CH:29]=[CH:28][CH:27]=4)=[CH:20][CH:21]=3)[C:16]2=[O:33])[CH2:10][CH2:9]1)[CH3:7].C(=O)([O-])[O-].[Cs+].[Cs+].Cl.[CH3:44][N:45]([CH2:47][CH2:48]Cl)[CH3:46]. (3) The reactants are: [C:1]1([CH:7]([OH:10])[CH2:8][CH3:9])[CH:6]=[CH:5][CH:4]=[CH:3][CH:2]=1.C(C1C=CC=CC=1)CC. Given the product [C:7]([C:1]1[CH:6]=[CH:5][CH:4]=[CH:3][CH:2]=1)(=[O:10])[CH2:8][CH3:9], predict the reactants needed to synthesize it. (4) Given the product [N+:25]([CH:28]=[CH:14][C:13]1[CH:16]=[CH:17][C:10]([O:9][C:6]2[CH:5]=[CH:4][C:3]([C:2]([F:19])([F:18])[F:1])=[CH:8][N:7]=2)=[CH:11][CH:12]=1)([O-:27])=[O:26], predict the reactants needed to synthesize it. The reactants are: [F:1][C:2]([F:19])([F:18])[C:3]1[CH:4]=[CH:5][C:6]([O:9][C:10]2[CH:17]=[CH:16][C:13]([CH:14]=O)=[CH:12][CH:11]=2)=[N:7][CH:8]=1.C([O-])(=O)C.[NH4+].[N+:25]([CH3:28])([O-:27])=[O:26].